Dataset: Forward reaction prediction with 1.9M reactions from USPTO patents (1976-2016). Task: Predict the product of the given reaction. (1) Given the reactants S(Cl)([Cl:3])=O.[CH3:5][O:6][C:7](=[O:33])[C@H:8]([NH:22][C:23]([O:25][CH2:26][C:27]1[CH:32]=[CH:31][CH:30]=[CH:29][CH:28]=1)=[O:24])[CH2:9][C:10]1[C:11]([CH2:20]O)=[C:12]2[C:16](=[C:17]([Cl:19])[CH:18]=1)[NH:15][N:14]=[CH:13]2, predict the reaction product. The product is: [CH3:5][O:6][C:7](=[O:33])[C@H:8]([NH:22][C:23]([O:25][CH2:26][C:27]1[CH:32]=[CH:31][CH:30]=[CH:29][CH:28]=1)=[O:24])[CH2:9][C:10]1[C:11]([CH2:20][Cl:3])=[C:12]2[C:16](=[C:17]([Cl:19])[CH:18]=1)[NH:15][N:14]=[CH:13]2. (2) Given the reactants I[C:2]1[CH:7]=[CH:6][CH:5]=[CH:4][C:3]=1[CH:8]=[CH:9][C:10]([O:12][CH2:13][CH3:14])=[O:11].[NH2:15][CH2:16][C:17]1[CH:32]=[CH:31][C:20]([C:21]([NH:23][C:24]2[CH:29]=[CH:28][CH:27]=[CH:26][C:25]=2[NH2:30])=[O:22])=[CH:19][CH:18]=1.C([O-])([O-])=O.[K+].[K+].[CH2:39]=[C:40]=[CH2:41], predict the reaction product. The product is: [NH2:30][C:25]1[CH:26]=[CH:27][CH:28]=[CH:29][C:24]=1[NH:23][C:21]([C:20]1[CH:19]=[CH:18][C:17]([CH2:16][N:15]2[CH2:41][C:40](=[CH2:39])[C:2]3[C:3](=[CH:4][CH:5]=[CH:6][CH:7]=3)[CH:8]2[CH2:9][C:10]([O:12][CH2:13][CH3:14])=[O:11])=[CH:32][CH:31]=1)=[O:22]. (3) The product is: [CH2:38]([O:44][C:40]([C:21]1[CH:20]=[C:19]2[C:15]([CH:16]=[N:17][N:18]2[C:24]2[CH:29]=[CH:28][C:27]([F:30])=[CH:26][CH:25]=2)=[C:14]([C:12](=[O:13])[NH:11][CH2:10][C:9]2[CH:31]=[CH:32][C:6]([S:3](=[O:5])(=[O:4])[NH:2][CH3:1])=[CH:7][CH:8]=2)[CH:22]=1)=[O:42])[CH3:39]. Given the reactants [CH3:1][NH:2][S:3]([C:6]1[CH:32]=[CH:31][C:9]([CH2:10][NH:11][C:12]([C:14]2[C:15]3[CH:16]=[N:17][N:18]([C:24]4[CH:29]=[CH:28][C:27]([F:30])=[CH:26][CH:25]=4)[C:19]=3[CH:20]=[C:21](Br)[CH:22]=2)=[O:13])=[CH:8][CH:7]=1)(=[O:5])=[O:4].C(N([CH2:38][CH3:39])CC)C.[CH2:40]([OH:42])C.[C]=[O:44], predict the reaction product. (4) The product is: [OH:19][C@H:14]1[CH2:15][CH2:16][CH2:17][CH2:18][C@H:13]1[NH:12][C:9]1[N:10]=[CH:11][C:6]2[CH:5]=[N:4][CH:3]=[C:2]([C:29]3[C:30]4[C:35](=[CH:34][C:33]([C:36]#[N:37])=[CH:32][CH:31]=4)[NH:27][CH:28]=3)[C:7]=2[N:8]=1. Given the reactants I[C:2]1[C:7]2[N:8]=[C:9]([NH:12][CH:13]3[CH2:18][CH2:17][CH2:16][CH2:15][CH:14]3[OH:19])[N:10]=[CH:11][C:6]=2[CH:5]=[N:4][CH:3]=1.C([N:27]1[C:35]2[C:30](=[CH:31][CH:32]=[C:33]([C:36]#[N:37])[CH:34]=2)[C:29](B(O)O)=[CH:28]1)(OC(C)(C)C)=O.C1(P(C2CCCCC2)C2C=CC=CC=2C2C(OC)=CC=CC=2OC)CCCCC1.C(=O)([O-])[O-].[K+].[K+].COCCOC.O, predict the reaction product. (5) Given the reactants C[Al](C)C.[NH:5]1[CH2:9][CH2:8][CH2:7][CH2:6]1.[NH2:10][C:11]1[CH:12]=[C:13]([C:21]([O:23]C)=O)[CH:14]=[C:15]([C:17]([O:19]C)=O)[CH:16]=1.O, predict the reaction product. The product is: [N:5]1([C:21]([C:13]2[CH:12]=[C:11]([CH:16]=[C:15]([C:17]([N:5]3[CH2:9][CH2:8][CH2:7][CH2:6]3)=[O:19])[CH:14]=2)[NH2:10])=[O:23])[CH2:9][CH2:8][CH2:7][CH2:6]1.